From a dataset of Reaction yield outcomes from USPTO patents with 853,638 reactions. Predict the reaction yield, written as a fraction of the theoretical maximum amount of product (1.0 means a 100% yield; for example, 0.34 means a 34% yield). (1) The reactants are Cl[CH2:2][C:3]1[N:7]2[C:8](=[O:21])[CH:9]=[C:10]([CH2:12][O:13][C:14]3[CH:19]=[CH:18][C:17]([F:20])=[CH:16][CH:15]=3)[N:11]=[C:6]2[S:5][C:4]=1[CH3:22].[C:23](=[O:26])([O-])[O-:24].[K+].[K+].[CH3:29]O. The catalyst is C1C=CC(P(C2C=CC=CC=2)[C-]2C=CC=C2)=CC=1.C1C=CC(P(C2C=CC=CC=2)[C-]2C=CC=C2)=CC=1.Cl[Pd]Cl.[Fe+2]. The product is [F:20][C:17]1[CH:18]=[CH:19][C:14]([O:13][CH2:12][C:10]2[N:11]=[C:6]3[S:5][C:4]([CH3:22])=[C:3]([CH2:2][C:23]([O:24][CH3:29])=[O:26])[N:7]3[C:8](=[O:21])[CH:9]=2)=[CH:15][CH:16]=1. The yield is 0.560. (2) The reactants are [NH:1]1[CH:5]=[C:4]([C:6]2[C:7]3[N:8]([N:12]=[C:13]([NH:15][C:16]4[CH:25]=[CH:24][C:19]([C:20]([O:22][CH3:23])=[O:21])=[CH:18][CH:17]=4)[N:14]=3)[CH:9]=[CH:10][CH:11]=2)[CH:3]=[N:2]1.[CH:26]1(Br)[CH2:30][CH2:29][CH2:28][CH2:27]1.C(=O)([O-])[O-].[Cs+].[Cs+]. The catalyst is CN(C)C=O.C(OCC)(=O)C. The product is [CH:26]1([N:1]2[CH:5]=[C:4]([C:6]3[C:7]4[N:8]([N:12]=[C:13]([NH:15][C:16]5[CH:25]=[CH:24][C:19]([C:20]([O:22][CH3:23])=[O:21])=[CH:18][CH:17]=5)[N:14]=4)[CH:9]=[CH:10][CH:11]=3)[CH:3]=[N:2]2)[CH2:30][CH2:29][CH2:28][CH2:27]1. The yield is 0.450. (3) The reactants are [O:1]=[C:2]([CH2:7][CH3:8])[C:3]([O:5][CH3:6])=[O:4].[BrH:9].BrBr. The catalyst is C(Cl)(Cl)Cl.C(O)(=O)C. The product is [Br:9][CH:7]([CH3:8])[C:2](=[O:1])[C:3]([O:5][CH3:6])=[O:4]. The yield is 0.950. (4) The reactants are C(NC(C)C)(C)C.O1CCCC1.C([N-]C(C)C)(C)C.[Li+].[C:21]([O:25][CH2:26][C:27]1[CH:32]=[CH:31][CH:30]=[CH:29][CH:28]=1)(=[O:24])[CH2:22][CH3:23].[CH3:33][CH:34]([CH3:47])[C:35](=[O:46])[C:36]([O:38][CH2:39][C:40]1[CH:45]=[CH:44][CH:43]=[CH:42][CH:41]=1)=[O:37]. The catalyst is O1CCCC1.C(O)(=O)CC(CC(O)=O)(C(O)=O)O.CCCCCC.C(OCC)(=O)C. The product is [CH:34]([C:35]([OH:46])([CH:22]([CH3:23])[C:21]([O:25][CH2:26][C:27]1[CH:32]=[CH:31][CH:30]=[CH:29][CH:28]=1)=[O:24])[C:36]([O:38][CH2:39][C:40]1[CH:45]=[CH:44][CH:43]=[CH:42][CH:41]=1)=[O:37])([CH3:47])[CH3:33]. The yield is 0.660. (5) The reactants are [OH:1][C:2]1[CH:9]=[CH:8][C:5]([C:6]#[N:7])=[CH:4][C:3]=1[N+:10]([O-:12])=[O:11].[Br:13]([O-])(=O)=O.[K+]. The catalyst is OS(O)(=O)=O. The yield is 0.570. The product is [Br:13][C:9]1[CH:8]=[C:5]([CH:4]=[C:3]([N+:10]([O-:12])=[O:11])[C:2]=1[OH:1])[C:6]#[N:7]. (6) The reactants are N1CCCCC1.[CH3:7][O:8][C:9]1[CH:16]=[CH:15][C:12](C=O)=[CH:11][C:10]=1[O:17][CH2:18][C:19]#[CH:20].[C:21]([CH2:24][C:25]([NH:27][C:28]1[CH:36]=[CH:35][CH:34]=[CH:33][C:29]=1[C:30]([OH:32])=[O:31])=[O:26])(O)=O.CC(O)=O. The catalyst is C1(C)C=CC=CC=1. The product is [CH3:7][O:8][C:9]1[CH:16]=[C:15](/[CH:21]=[CH:24]/[C:25]([NH:27][C:28]2[CH:36]=[CH:35][CH:34]=[CH:33][C:29]=2[C:30]([OH:32])=[O:31])=[O:26])[CH:12]=[CH:11][C:10]=1[O:17][CH2:18][C:19]#[CH:20]. The yield is 0.640. (7) The reactants are [CH2:1]([C:5]1[N:10]2[N:11]=[CH:12][N:13]=[C:9]2[NH:8][C:7](=[O:14])[C:6]=1[CH2:15][C:16]1[CH:21]=[CH:20][C:19]([C:22]2[C:23]([C:28]#[N:29])=[CH:24][CH:25]=[CH:26][CH:27]=2)=[CH:18][CH:17]=1)[CH2:2][CH2:3][CH3:4].[F:30][C:31]1[CH:32]=[C:33](B(O)O)[CH:34]=[CH:35][C:36]=1[O:37][CH3:38].C(N(CC)CC)C.N1C=CC=CC=1. The catalyst is ClCCl.C(OCC)(=O)C.C([O-])(=O)C.[Cu+2].C([O-])(=O)C. The product is [CH2:1]([C:5]1[N:10]2[N:11]=[CH:12][N:13]=[C:9]2[N:8]([C:33]2[CH:34]=[CH:35][C:36]([O:37][CH3:38])=[C:31]([F:30])[CH:32]=2)[C:7](=[O:14])[C:6]=1[CH2:15][C:16]1[CH:21]=[CH:20][C:19]([C:22]2[C:23]([C:28]#[N:29])=[CH:24][CH:25]=[CH:26][CH:27]=2)=[CH:18][CH:17]=1)[CH2:2][CH2:3][CH3:4]. The yield is 1.00.